This data is from Retrosynthesis with 50K atom-mapped reactions and 10 reaction types from USPTO. The task is: Predict the reactants needed to synthesize the given product. (1) Given the product COC(=O)C1CN(C(=O)CC[C@H]2O[C@H](c3cccc(OC)c3OC)c3cc(Cl)ccc3-n3cccc32)CCO1, predict the reactants needed to synthesize it. The reactants are: COC(=O)C1CNCCO1.COc1cccc([C@H]2O[C@H](CCC(=O)O)c3cccn3-c3ccc(Cl)cc32)c1OC. (2) Given the product CCc1c(CO)[nH]c2c(C#N)c(C)nn2c1=O, predict the reactants needed to synthesize it. The reactants are: CCc1c(COC)[nH]c2c(C#N)c(C)nn2c1=O. (3) Given the product COc1ccc(COc2ccc(Br)cn2)cc1, predict the reactants needed to synthesize it. The reactants are: Brc1ccc(Br)nc1.COc1ccc(CO)cc1. (4) Given the product C[C@H](CCl)COc1ccc(F)cc1, predict the reactants needed to synthesize it. The reactants are: C[C@H](CCl)CBr.Oc1ccc(F)cc1. (5) Given the product Cc1c2n(c3c(-c4ccc(Cl)c(Cl)c4)cc(F)cc13)CCNC2=O, predict the reactants needed to synthesize it. The reactants are: Cc1c2n(c3c(Br)cc(F)cc13)CCNC2=O.OB(O)c1ccc(Cl)c(Cl)c1. (6) Given the product Clc1ccc(-c2ccccc2)nc1Br, predict the reactants needed to synthesize it. The reactants are: Clc1ccc(I)nc1Br.OB(O)c1ccccc1.